Dataset: Catalyst prediction with 721,799 reactions and 888 catalyst types from USPTO. Task: Predict which catalyst facilitates the given reaction. (1) Reactant: C([SiH](CC)CC)C.[CH2:8]([O:15][C@@H:16]1[C@H:21]([O:22][CH2:23][C:24]2[CH:29]=[CH:28][CH:27]=[CH:26][CH:25]=2)[C@@H:20]([O:30][CH2:31][C:32]2[CH:37]=[CH:36][CH:35]=[CH:34][CH:33]=2)[C@@H:19]([CH2:38][O:39][CH2:40][C:41]2[CH:46]=[CH:45][CH:44]=[CH:43][CH:42]=2)[O:18][C:17]1([C:48]1[C:57]2[C:52](=[CH:53][CH:54]=[CH:55][CH:56]=2)[CH:51]=[C:50]([CH2:58][C:59]2[S:63][C:62]3[CH:64]=[CH:65][C:66]([F:68])=[CH:67][C:61]=3[CH:60]=2)[CH:49]=1)O)[C:9]1[CH:14]=[CH:13][CH:12]=[CH:11][CH:10]=1.C(=O)([O-])O.[Na+]. Product: [CH2:8]([O:15][C@H:16]1[C@@H:21]([O:22][CH2:23][C:24]2[CH:29]=[CH:28][CH:27]=[CH:26][CH:25]=2)[C@@H:20]([O:30][CH2:31][C:32]2[CH:33]=[CH:34][CH:35]=[CH:36][CH:37]=2)[C@@H:19]([CH2:38][O:39][CH2:40][C:41]2[CH:46]=[CH:45][CH:44]=[CH:43][CH:42]=2)[O:18][CH:17]1[C:48]1[C:57]2[C:52](=[CH:53][CH:54]=[CH:55][CH:56]=2)[CH:51]=[C:50]([CH2:58][C:59]2[S:63][C:62]3[CH:64]=[CH:65][C:66]([F:68])=[CH:67][C:61]=3[CH:60]=2)[CH:49]=1)[C:9]1[CH:14]=[CH:13][CH:12]=[CH:11][CH:10]=1. The catalyst class is: 2. (2) Product: [CH3:1][O:2][C:3](=[O:18])[CH2:4][N:5]([S:37]([C:34]1[CH:33]=[CH:32][C:31]([O:30][CH2:29][CH:26]2[CH2:27][CH2:28]2)=[CH:36][CH:35]=1)(=[O:39])=[O:38])[CH2:6][C:7]1[CH:8]=[CH:9][C:10]([N:13]2[N:14]=[CH:15][CH:16]=[N:17]2)=[CH:11][CH:12]=1. The catalyst class is: 79. Reactant: [CH3:1][O:2][C:3](=[O:18])[CH2:4][NH:5][CH2:6][C:7]1[CH:12]=[CH:11][C:10]([N:13]2[N:17]=[CH:16][CH:15]=[N:14]2)=[CH:9][CH:8]=1.CCN(CC)CC.[CH:26]1([CH2:29][O:30][C:31]2[CH:36]=[CH:35][C:34]([S:37](Cl)(=[O:39])=[O:38])=[CH:33][CH:32]=2)[CH2:28][CH2:27]1.